Task: Predict the product of the given reaction.. Dataset: Forward reaction prediction with 1.9M reactions from USPTO patents (1976-2016) (1) Given the reactants [NH2:1][CH2:2][C:3]([N:5]([C:7]1[CH:12]=[CH:11][C:10]([NH:13]/[C:14](=[C:21]2\[C:22](=[O:33])[NH:23][C:24]3[C:29]\2=[CH:28][C:27]([N+:30]([O-:32])=[O:31])=[CH:26][CH:25]=3)/[C:15]2[CH:20]=[CH:19][CH:18]=[CH:17][CH:16]=2)=[CH:9][CH:8]=1)[CH3:6])=[O:4].[C:34](OC(=O)C)(=[O:36])[CH3:35], predict the reaction product. The product is: [C:34]([NH:1][CH2:2][C:3]([N:5]([C:7]1[CH:12]=[CH:11][C:10]([NH:13]/[C:14](=[C:21]2\[C:22](=[O:33])[NH:23][C:24]3[C:29]\2=[CH:28][C:27]([N+:30]([O-:32])=[O:31])=[CH:26][CH:25]=3)/[C:15]2[CH:16]=[CH:17][CH:18]=[CH:19][CH:20]=2)=[CH:9][CH:8]=1)[CH3:6])=[O:4])(=[O:36])[CH3:35]. (2) Given the reactants [O:1]1[C:6]2[CH:7]=[C:8]([NH:11][C:12]([C:14]3[C:15]([C:20]4[CH:25]=[CH:24][C:23]([C:26]([F:29])([F:28])[F:27])=[CH:22][CH:21]=4)=[CH:16][CH:17]=[CH:18][CH:19]=3)=[O:13])[CH:9]=[CH:10][C:5]=2[NH:4][CH2:3][CH2:2]1.C([NH:32][C:33]1[S:34][CH:35]=[C:36]([CH2:38][C:39](O)=[O:40])[N:37]=1)=O.O.ON1C2C=CC=CC=2N=N1.Cl.CN(C)CCCN=C=NCC, predict the reaction product. The product is: [NH2:32][C:33]1[S:34][CH:35]=[C:36]([CH2:38][C:39]([N:4]2[C:5]3[CH:10]=[CH:9][C:8]([NH:11][C:12]([C:14]4[C:15]([C:20]5[CH:25]=[CH:24][C:23]([C:26]([F:27])([F:29])[F:28])=[CH:22][CH:21]=5)=[CH:16][CH:17]=[CH:18][CH:19]=4)=[O:13])=[CH:7][C:6]=3[O:1][CH2:2][CH2:3]2)=[O:40])[N:37]=1. (3) Given the reactants [Br:1][C:2]1[CH:7]=[CH:6][N:5]=[C:4]([C:8]([OH:10])=O)[CH:3]=1.[CH2:11]([O:13][C:14](=[O:27])[C@H:15]([OH:26])[C@H:16]([NH2:25])[CH2:17][C:18]1[CH:23]=[CH:22][CH:21]=[CH:20][C:19]=1[Cl:24])[CH3:12].CCN(C(C)C)C(C)C.CN(C(ON1N=NC2C=CC=NC1=2)=[N+](C)C)C.F[P-](F)(F)(F)(F)F, predict the reaction product. The product is: [CH2:11]([O:13][C:14](=[O:27])[C@H:15]([OH:26])[C@H:16]([NH:25][C:8]([C:4]1[CH:3]=[C:2]([Br:1])[CH:7]=[CH:6][N:5]=1)=[O:10])[CH2:17][C:18]1[CH:23]=[CH:22][CH:21]=[CH:20][C:19]=1[Cl:24])[CH3:12]. (4) Given the reactants [CH2:1]([N:3]1[CH2:8][C:7]([CH3:10])([CH3:9])[O:6][C:5](=[O:11])[CH:4]1[CH2:12][C:13]([OH:15])=O)[CH3:2].C(N(C(C)C)CC)(C)C.CN(C(ON1N=NC2C=CC=NC1=2)=[N+](C)C)C.F[P-](F)(F)(F)(F)F.[F:49][C:50]([F:60])([F:59])[C:51]1[CH:58]=[CH:57][C:54]([CH2:55][NH2:56])=[CH:53][CH:52]=1, predict the reaction product. The product is: [CH2:1]([N:3]1[CH2:8][C:7]([CH3:9])([CH3:10])[O:6][C:5](=[O:11])[CH:4]1[CH2:12][C:13]([NH:56][CH2:55][C:54]1[CH:53]=[CH:52][C:51]([C:50]([F:49])([F:59])[F:60])=[CH:58][CH:57]=1)=[O:15])[CH3:2]. (5) Given the reactants [OH:1][C:2]1[CH:3]=[CH:4][C:5]([CH2:8][OH:9])=[N:6][CH:7]=1, predict the reaction product. The product is: [OH:1][C:2]1[CH:3]=[CH:4][C:5]([CH:8]=[O:9])=[N:6][CH:7]=1. (6) Given the reactants [CH3:1][C:2]1[CH:11]=[CH:10][C:9]2[C:4](=[CH:5][CH:6]=[C:7]([C:12]([OH:14])=O)[CH:8]=2)[N:3]=1.CN(C(ON1N=NC2C=CC=NC1=2)=[N+](C)C)C.F[P-](F)(F)(F)(F)F.[NH2:39][CH2:40][C@@H:41]([OH:53])[CH2:42][N:43]1[CH2:52][CH2:51][C:50]2[C:45](=[CH:46][CH:47]=[CH:48][CH:49]=2)[CH2:44]1, predict the reaction product. The product is: [CH2:44]1[C:45]2[C:50](=[CH:49][CH:48]=[CH:47][CH:46]=2)[CH2:51][CH2:52][N:43]1[CH2:42][C@H:41]([OH:53])[CH2:40][NH:39][C:12]([C:7]1[CH:8]=[C:9]2[C:4](=[CH:5][CH:6]=1)[N:3]=[C:2]([CH3:1])[CH:11]=[CH:10]2)=[O:14]. (7) Given the reactants C(Cl)(=O)C(Cl)=O.CS(C)=O.[CH3:11][S:12]([C:15]1[CH:44]=[CH:43][C:18]([O:19][C:20]2[C:21]([N:35]3[CH2:39][CH2:38][CH2:37][CH:36]3[CH:40]([OH:42])[CH3:41])=[CH:22][C:23]3[NH:27][C:26]([C:28]4[CH:33]=[CH:32][CH:31]=[CH:30][N:29]=4)=[N:25][C:24]=3[CH:34]=2)=[CH:17][CH:16]=1)(=[O:14])=[O:13].[Cl-].[NH4+], predict the reaction product. The product is: [CH3:11][S:12]([C:15]1[CH:16]=[CH:17][C:18]([O:19][C:20]2[C:21]([N:35]3[CH2:39][CH2:38][CH2:37][CH:36]3[C:40](=[O:42])[CH3:41])=[CH:22][C:23]3[NH:27][C:26]([C:28]4[CH:33]=[CH:32][CH:31]=[CH:30][N:29]=4)=[N:25][C:24]=3[CH:34]=2)=[CH:43][CH:44]=1)(=[O:14])=[O:13].